From a dataset of Retrosynthesis with 50K atom-mapped reactions and 10 reaction types from USPTO. Predict the reactants needed to synthesize the given product. (1) The reactants are: CCOC(=O)CCc1cc(F)cc(-c2noc(-c3ccc(OC(C)C)c(Cl)c3)n2)c1OC. Given the product COc1c(CCC(=O)O)cc(F)cc1-c1noc(-c2ccc(OC(C)C)c(Cl)c2)n1, predict the reactants needed to synthesize it. (2) Given the product C=CCOC(CCCC)n1cncn1, predict the reactants needed to synthesize it. The reactants are: C=CCOC(Cl)CCCC.c1nc[nH]n1. (3) Given the product O=C(O)C1(C(=O)Nc2ccccc2F)CC1, predict the reactants needed to synthesize it. The reactants are: Nc1ccccc1F.O=C(O)C1(C(=O)O)CC1. (4) Given the product CCCc1c2c(c(O)c3c(=O)cc(C(=O)O)oc13)C(O)CCC2, predict the reactants needed to synthesize it. The reactants are: CCCc1c2c(c(O)c3c(=O)cc(C(=O)O)oc13)C(=O)CCC2. (5) The reactants are: COc1cccc(CN(C)C(=O)c2ccc(Br)s2)c1.COc1ccccc1B(O)O. Given the product COc1cccc(CN(C)C(=O)c2ccc(-c3ccccc3OC)s2)c1, predict the reactants needed to synthesize it. (6) Given the product Cc1nc2ccc(Cl)cc2c(O)c1C, predict the reactants needed to synthesize it. The reactants are: CCOC(=O)C(C)C(C)=O.Nc1ccc(Cl)cc1. (7) Given the product O=Cc1ccc(-c2ccc(O)c(C34CC5CC(CC(C5)C3)C4)c2)nc1, predict the reactants needed to synthesize it. The reactants are: CC(C)(C)[Si](C)(C)Oc1ccc(-c2ccc(C=O)cn2)cc1C12CC3CC(CC(C3)C1)C2. (8) Given the product Cc1onc(-c2ccc(F)cc2)c1COc1ccc(C(=O)N2CCSCC2)cn1, predict the reactants needed to synthesize it. The reactants are: C1CSCCN1.Cc1onc(-c2ccc(F)cc2)c1COc1ccc(C(=O)O)cn1.